This data is from Catalyst prediction with 721,799 reactions and 888 catalyst types from USPTO. The task is: Predict which catalyst facilitates the given reaction. (1) Reactant: [CH3:1][Mg]Br.[CH2:4]([O:11][CH:12]1[CH2:16][CH2:15][C:14](=[O:17])[CH2:13]1)[C:5]1[CH:10]=[CH:9][CH:8]=[CH:7][CH:6]=1. Product: [CH2:4]([O:11][CH:12]1[CH2:16][CH2:15][C:14]([CH3:1])([OH:17])[CH2:13]1)[C:5]1[CH:10]=[CH:9][CH:8]=[CH:7][CH:6]=1. The catalyst class is: 7. (2) Reactant: [CH3:1][O:2][C:3]([C:5]1[S:14][C:8]2=[CH:9][N:10]=[CH:11][C:12]([NH3+:13])=[C:7]2[CH:6]=1)=[O:4].[Cl-].Br[C:17]1[S:21][C:20]([C:22]2[CH:27]=[CH:26][CH:25]=[CH:24][N:23]=2)=[CH:19][CH:18]=1.C(=O)([O-])[O-].[Cs+].[Cs+].C1(P(C2C=CC=CC=2)C2C3OC4C(=CC=CC=4P(C4C=CC=CC=4)C4C=CC=CC=4)C(C)(C)C=3C=CC=2)C=CC=CC=1. Product: [CH3:1][O:2][C:3]([C:5]1[S:14][C:8]2=[CH:9][N:10]=[CH:11][C:12]([NH:13][C:17]3[S:21][C:20]([C:22]4[CH:27]=[CH:26][CH:25]=[CH:24][N:23]=4)=[CH:19][CH:18]=3)=[C:7]2[CH:6]=1)=[O:4]. The catalyst class is: 62. (3) Reactant: C([O:4][CH2:5][C:6]([CH3:44])([CH3:43])[CH2:7][N:8]1[C:14]2[CH:15]=[CH:16][C:17]([Cl:19])=[CH:18][C:13]=2[C@@H:12]([C:20]2[CH:25]=[CH:24][CH:23]=[C:22]([O:26][CH3:27])[C:21]=2[O:28][CH3:29])[O:11][C@H:10]([CH2:30][C:31]2[N:32]=[C:33]([CH3:41])[S:34][C:35]=2[C:36]([O:38]CC)=[O:37])[C:9]1=[O:42])(=O)C.[OH-].[Na+].C(O)C. Product: [Cl:19][C:17]1[CH:16]=[CH:15][C:14]2[N:8]([CH2:7][C:6]([CH3:43])([CH3:44])[CH2:5][OH:4])[C:9](=[O:42])[C@@H:10]([CH2:30][C:31]3[N:32]=[C:33]([CH3:41])[S:34][C:35]=3[C:36]([OH:38])=[O:37])[O:11][C@H:12]([C:20]3[CH:25]=[CH:24][CH:23]=[C:22]([O:26][CH3:27])[C:21]=3[O:28][CH3:29])[C:13]=2[CH:18]=1. The catalyst class is: 6. (4) Reactant: [N+:1]([C:4]1[CH:12]=[C:11]2[C:7]([C:8]([CH:21]=[CH:22][C:23]3[CH:28]=[CH:27][CH:26]=[CH:25][CH:24]=3)=[N:9][N:10]2[CH2:13][O:14][CH2:15][CH2:16][Si:17]([CH3:20])([CH3:19])[CH3:18])=[CH:6][CH:5]=1)([O-])=O.O.[OH-].[Na+].CCOC(C)=O. Product: [CH:21]([C:8]1[C:7]2[C:11](=[CH:12][C:4]([NH2:1])=[CH:5][CH:6]=2)[N:10]([CH2:13][O:14][CH2:15][CH2:16][Si:17]([CH3:19])([CH3:18])[CH3:20])[N:9]=1)=[CH:22][C:23]1[CH:28]=[CH:27][CH:26]=[CH:25][CH:24]=1. The catalyst class is: 3. (5) Reactant: [CH3:1][C:2]1([CH3:29])[CH:7]2[CH:8]3[CH2:22][CH2:21][CH:20]=[CH:19][C:9]3=[C:10]3[C:18]([CH2:17][C:16]4[CH:15]=[CH:14][CH:13]=[CH:12][C:11]3=4)=[C:6]2[C:5](C)([CH3:23])[C:4]([CH3:26])([CH3:25])[C:3]1([CH3:28])[CH3:27].[CH2:30]([Li])CCC.CCCCCC.[C:41]1([CH3:60])[CH:46]=[CH:45][C:44]([C:47]([C:53]2[CH:58]=[CH:57][C:56]([CH3:59])=[CH:55][CH:54]=2)=[C:48]2[CH:52]=[CH:51][CH:50]=[CH:49]2)=[CH:43][CH:42]=1.[Cl-].[NH4+]. Product: [CH:48]1([C:47]([C:7]2([CH3:30])[C:6]3[C:5]([CH3:23])([CH:12]4[CH2:13][CH2:14][CH:15]=[CH:16][C:11]4=[C:10]4[C:18]=3[CH2:17][C:19]3[CH:20]=[CH:21][CH:22]=[CH:8][C:9]4=3)[C:4]([CH3:26])([CH3:25])[C:3]([CH3:28])([CH3:27])[C:2]2([CH3:1])[CH3:29])([C:44]2[CH:43]=[CH:42][C:41]([CH3:60])=[CH:46][CH:45]=2)[C:53]2[CH:54]=[CH:55][C:56]([CH3:59])=[CH:57][CH:58]=2)[CH:49]=[CH:50][CH:51]=[CH:52]1. The catalyst class is: 305. (6) Reactant: [Si:1]([O:8][CH2:9][CH2:10][CH2:11][CH2:12][CH2:13][CH2:14][C:15]#[CH:16])([C:4]([CH3:7])([CH3:6])[CH3:5])([CH3:3])[CH3:2].C([Li])CCC.[CH3:22][O:23][C:24]1[CH:33]=[C:32]2[C:27]([C:28](=[O:43])[C:29]([C:35]3[CH:40]=[CH:39][C:38]([O:41][CH3:42])=[CH:37][CH:36]=3)([CH3:34])[CH2:30][S:31]2)=[CH:26][CH:25]=1.O. Product: [Si:1]([O:8][CH2:9][CH2:10][CH2:11][CH2:12][CH2:13][CH2:14][C:15]#[C:16][C:28]1([OH:43])[C:27]2[C:32](=[CH:33][C:24]([O:23][CH3:22])=[CH:25][CH:26]=2)[S:31][CH2:30][C:29]1([C:35]1[CH:36]=[CH:37][C:38]([O:41][CH3:42])=[CH:39][CH:40]=1)[CH3:34])([C:4]([CH3:5])([CH3:6])[CH3:7])([CH3:3])[CH3:2]. The catalyst class is: 7.